The task is: Predict which catalyst facilitates the given reaction.. This data is from Catalyst prediction with 721,799 reactions and 888 catalyst types from USPTO. (1) Reactant: [CH2:1]([NH:8][C:9]1[C:14]2[C:15]([C:18]3[CH:23]=[CH:22][C:21]([CH3:24])=[CH:20][CH:19]=3)=[CH:16][S:17][C:13]=2[C:12](Br)=[CH:11][N:10]=1)[C:2]1[CH:7]=[CH:6][CH:5]=[CH:4][CH:3]=1.[CH3:26][C:27]1[CH:32]=[CH:31][C:30](B(O)O)=[CH:29][CH:28]=1.C1(P(C2C=CC=CC=2)C2C=CC=CC=2)C=CC=CC=1.C(=O)([O-])[O-].[Na+].[Na+]. Product: [CH2:1]([NH:8][C:9]1[C:14]2[C:15]([C:18]3[CH:23]=[CH:22][C:21]([CH3:24])=[CH:20][CH:19]=3)=[CH:16][S:17][C:13]=2[C:12]([C:30]2[CH:31]=[CH:32][C:27]([CH3:26])=[CH:28][CH:29]=2)=[CH:11][N:10]=1)[C:2]1[CH:7]=[CH:6][CH:5]=[CH:4][CH:3]=1. The catalyst class is: 848. (2) Reactant: F[C:2]1[CH:10]=[CH:9][C:5]([C:6]([OH:8])=[O:7])=[CH:4][N:3]=1.[CH:11]1([NH2:16])[CH2:15][CH2:14][CH2:13][CH2:12]1.C(N(CC)CC)C. Product: [CH:11]1([NH:16][C:2]2[CH:10]=[CH:9][C:5]([C:6]([OH:8])=[O:7])=[CH:4][N:3]=2)[CH2:15][CH2:14][CH2:13][CH2:12]1. The catalyst class is: 1. (3) Reactant: [F:1][C:2]1([F:30])[CH2:7][CH2:6][N:5]([C:8]([C:10]2[NH:11][C:12]3[C:17]([CH:18]=2)=[CH:16][C:15]([C:19]([N:21]2[CH2:26][CH2:25][N:24]([CH:27]([CH3:29])[CH3:28])[CH2:23][CH2:22]2)=[O:20])=[CH:14][CH:13]=3)=[O:9])[CH2:4][CH2:3]1.[H-].[Na+].Br[CH:34]([CH3:36])[CH3:35]. Product: [F:30][C:2]1([F:1])[CH2:7][CH2:6][N:5]([C:8]([C:10]2[N:11]([CH:34]([CH3:36])[CH3:35])[C:12]3[C:17]([CH:18]=2)=[CH:16][C:15]([C:19]([N:21]2[CH2:22][CH2:23][N:24]([CH:27]([CH3:28])[CH3:29])[CH2:25][CH2:26]2)=[O:20])=[CH:14][CH:13]=3)=[O:9])[CH2:4][CH2:3]1. The catalyst class is: 9. (4) Reactant: [CH3:1][C:2]1[N:3]=[C:4]2[CH:12]=[CH:11][CH:10]=[C:9]3[N:5]2[C:6]=1[C:7](=[O:13])[NH:8]3.[H-].[Na+].Br[CH2:17][CH:18]1[CH2:23][CH2:22][N:21]([C:24]([O:26][C:27]([CH3:30])([CH3:29])[CH3:28])=[O:25])[CH2:20][CH2:19]1.O. Product: [C:27]([O:26][C:24]([N:21]1[CH2:22][CH2:23][CH:18]([CH2:17][N:8]2[C:9]3[N:5]4[C:4](=[N:3][C:2]([CH3:1])=[C:6]4[C:7]2=[O:13])[CH:12]=[CH:11][CH:10]=3)[CH2:19][CH2:20]1)=[O:25])([CH3:30])([CH3:28])[CH3:29]. The catalyst class is: 3. (5) Reactant: P([O-])([O-])([O-])=O.C([O-])(O)=O.[Na+].[OH:11][C:12]1[CH:19]=[C:18]([OH:20])[CH:17]=[CH:16][C:13]=1[C:14]#[N:15].O.Cl.N[C@H:24]([C:27]([OH:29])=[O:28])[CH2:25][SH:26]. Product: [OH:11][C:12]1[CH:19]=[C:18]([OH:20])[CH:17]=[CH:16][C:13]=1[C:14]1[S:26][CH2:25][CH:24]([C:27]([OH:29])=[O:28])[N:15]=1. The catalyst class is: 5. (6) Reactant: [F:1][C:2]1[C:7]([NH2:8])=[CH:6][CH:5]=[C:4]([F:9])[C:3]=1[NH:10][C:11]1[C:16]([C:17]2[N:25]=[CH:24][N:23]=[C:22]3[C:18]=2[N:19]=[CH:20][N:21]3[CH:26]2[CH2:31][CH2:30][CH2:29][CH2:28][O:27]2)=[CH:15][CH:14]=[CH:13][N:12]=1.[C:32]1([S:38](Cl)(=[O:40])=[O:39])[CH:37]=[CH:36][CH:35]=[CH:34][CH:33]=1.N1C=CC=CC=1. Product: [F:1][C:2]1[C:3]([NH:10][C:11]2[C:16]([C:17]3[N:25]=[CH:24][N:23]=[C:22]4[C:18]=3[N:19]=[CH:20][N:21]4[CH:26]3[CH2:31][CH2:30][CH2:29][CH2:28][O:27]3)=[CH:15][CH:14]=[CH:13][N:12]=2)=[C:4]([F:9])[CH:5]=[CH:6][C:7]=1[NH:8][S:38]([C:32]1[CH:37]=[CH:36][CH:35]=[CH:34][CH:33]=1)(=[O:40])=[O:39]. The catalyst class is: 4. (7) Reactant: [F:1][C:2]1([F:16])[CH2:5][C:4]([C:10]2[CH:11]=[N:12][CH:13]=[CH:14][CH:15]=2)([C:6]([O:8]C)=[O:7])[CH2:3]1.[OH-].[Na+]. Product: [F:16][C:2]1([F:1])[CH2:5][C:4]([C:10]2[CH:11]=[N:12][CH:13]=[CH:14][CH:15]=2)([C:6]([OH:8])=[O:7])[CH2:3]1. The catalyst class is: 20. (8) Reactant: CS(O[CH2:6][CH2:7][CH2:8][C@:9]1([C:25]2[CH:30]=[CH:29][C:28]([F:31])=[CH:27][CH:26]=2)[CH2:14][CH2:13][N:12]([C@H:15]([C:17]2[CH:22]=[CH:21][C:20]([Br:23])=[CH:19][CH:18]=2)[CH3:16])[C:11](=[O:24])[NH:10]1)(=O)=O.[CH3:32][S:33]([NH2:36])(=[O:35])=[O:34].C([O-])([O-])=O.[K+].[K+]. Product: [Br:23][C:20]1[CH:21]=[CH:22][C:17]([C@@H:15]([N:12]2[CH2:13][CH2:14][C@:9]([CH2:8][CH2:7][CH2:6][NH:36][S:33]([CH3:32])(=[O:35])=[O:34])([C:25]3[CH:30]=[CH:29][C:28]([F:31])=[CH:27][CH:26]=3)[NH:10][C:11]2=[O:24])[CH3:16])=[CH:18][CH:19]=1. The catalyst class is: 21. (9) Reactant: [CH3:1][O:2][C:3]1[CH:4]=[CH:5][C:6]2[N:7]([N:9]=[C:10]([C:15]3[CH:20]=[CH:19][CH:18]=[CH:17][CH:16]=3)[C:11]=2C(O)=O)[CH:8]=1. Product: [CH3:1][O:2][C:3]1[CH:4]=[CH:5][C:6]2[N:7]([N:9]=[C:10]([C:15]3[CH:16]=[CH:17][CH:18]=[CH:19][CH:20]=3)[CH:11]=2)[CH:8]=1. The catalyst class is: 262. (10) Reactant: [F:1][C:2]([F:29])([F:28])[C:3]1[N:8]=[C:7]([CH2:9][NH:10]C(=O)OC(C)(C)C)[CH:6]=[C:5]([C:18]2[CH:19]=[N:20][C:21]([C:24]([F:27])([F:26])[F:25])=[N:22][CH:23]=2)[N:4]=1.[ClH:30]. Product: [ClH:30].[F:29][C:2]([F:1])([F:28])[C:3]1[N:8]=[C:7]([CH2:9][NH2:10])[CH:6]=[C:5]([C:18]2[CH:19]=[N:20][C:21]([C:24]([F:25])([F:26])[F:27])=[N:22][CH:23]=2)[N:4]=1. The catalyst class is: 12.